This data is from Catalyst prediction with 721,799 reactions and 888 catalyst types from USPTO. The task is: Predict which catalyst facilitates the given reaction. (1) Reactant: [NH2:1][C:2]1[C:3]([F:35])=[C:4]([N:22]2[CH2:27][CH2:26][N:25](C(OC(C)(C)C)=O)[CH2:24][CH2:23]2)[CH:5]=[C:6]([N:8]([CH2:13][C:14]2[CH:19]=[CH:18][C:17]([O:20][CH3:21])=[CH:16][CH:15]=2)[C:9]([O:11][CH3:12])=[O:10])[CH:7]=1.[F:36][C:37]([F:42])([F:41])[C:38]([OH:40])=[O:39]. Product: [NH2:1][C:2]1[CH:7]=[C:6]([N:8]([CH2:13][C:14]2[CH:15]=[CH:16][C:17]([O:20][CH3:21])=[CH:18][CH:19]=2)[C:9](=[O:10])[O:11][CH3:12])[CH:5]=[C:4]([N:22]2[CH2:23][CH2:24][NH:25][CH2:26][CH2:27]2)[C:3]=1[F:35].[C:38]([OH:40])([C:37]([F:42])([F:41])[F:36])=[O:39]. The catalyst class is: 344. (2) Product: [F:59][C:57]1[CH:56]=[C:55]([F:60])[CH:54]=[C:53]2[C:58]=1[C:49]([NH:47][C:43]1[CH:44]=[N:45][CH:46]=[C:41]([N:38]3[CH2:39][CH2:40][O:35][CH2:36][CH2:37]3)[CH:42]=1)=[C:50]([CH3:73])[C:51]([C:61]1[CH:62]=[N:63][C:64]([N:67]3[CH2:72][CH2:71][NH:70][CH2:69][CH2:68]3)=[CH:65][CH:66]=1)=[N:52]2. Reactant: C1(P(C2CCCCC2)C2C=CC=CC=2C2C(C(C)C)=CC(C(C)C)=CC=2C(C)C)CCCCC1.[O:35]1[CH2:40][CH2:39][N:38]([C:41]2[CH:42]=[C:43]([NH2:47])[CH:44]=[N:45][CH:46]=2)[CH2:37][CH2:36]1.Cl[C:49]1[C:58]2[C:53](=[CH:54][C:55]([F:60])=[CH:56][C:57]=2[F:59])[N:52]=[C:51]([C:61]2[CH:62]=[N:63][C:64]([N:67]3[CH2:72][CH2:71][NH:70][CH2:69][CH2:68]3)=[CH:65][CH:66]=2)[C:50]=1[CH3:73].CC(C)([O-])C.[Na+]. The catalyst class is: 101.